This data is from Reaction yield outcomes from USPTO patents with 853,638 reactions. The task is: Predict the reaction yield, written as a fraction of the theoretical maximum amount of product (1.0 means a 100% yield; for example, 0.34 means a 34% yield). The reactants are [C:1]([O-:4])(=[O:3])[CH3:2].[NH4+:5].[N:6]1[CH:11]=[CH:10][CH:9]=[C:8]([CH:12]=O)[CH:7]=1.C(O)(=O)CC(O)=O.CO. The catalyst is C(O)C. The product is [CH:10]1[CH:11]=[N:6][CH:7]=[C:8]([CH:12]([NH2:5])[CH2:2][C:1]([OH:4])=[O:3])[CH:9]=1. The yield is 0.493.